The task is: Predict the reaction yield, written as a fraction of the theoretical maximum amount of product (1.0 means a 100% yield; for example, 0.34 means a 34% yield).. This data is from Reaction yield outcomes from USPTO patents with 853,638 reactions. (1) The reactants are [F:1][C:2]1[CH:7]=[CH:6][CH:5]=[C:4]([F:8])[C:3]=1[N:9]1[C:14]2[N:15]=[C:16]([S:29][CH3:30])[N:17]=[C:18]([C:19]3[CH:20]=[C:21]([CH:25]=[CH:26][C:27]=3[CH3:28])[C:22](O)=[O:23])[C:13]=2[CH2:12][NH:11][C:10]1=[O:31].[NH2:32][C:33]1[S:34][CH:35]=[CH:36][N:37]=1.CN(C(ON1N=NC2C=CC=CC1=2)=[N+](C)C)C.F[P-](F)(F)(F)(F)F.CCN(CC)CC. The catalyst is CN(C=O)C. The product is [F:1][C:2]1[CH:7]=[CH:6][CH:5]=[C:4]([F:8])[C:3]=1[N:9]1[C:14]2[N:15]=[C:16]([S:29][CH3:30])[N:17]=[C:18]([C:19]3[CH:20]=[C:21]([CH:25]=[CH:26][C:27]=3[CH3:28])[C:22]([NH:32][C:33]3[S:34][CH:35]=[CH:36][N:37]=3)=[O:23])[C:13]=2[CH2:12][NH:11][C:10]1=[O:31]. The yield is 0.600. (2) The reactants are [CH3:1][C:2]1[O:6][C:5]([C:7]2[CH:12]=[CH:11][CH:10]=[CH:9][CH:8]=2)=[N:4][C:3]=1[CH2:13][O:14][C:15]1[CH:33]=[CH:32][CH:31]=[CH:30][C:16]=1[CH2:17][O:18][C:19]1[CH:24]=[CH:23][CH:22]=[CH:21][C:20]=1[CH2:25][C:26]([O:28]C)=[O:27].O1CCCC1.[OH-].[Na+].Cl. The catalyst is O.CO. The product is [CH3:1][C:2]1[O:6][C:5]([C:7]2[CH:8]=[CH:9][CH:10]=[CH:11][CH:12]=2)=[N:4][C:3]=1[CH2:13][O:14][C:15]1[CH:33]=[CH:32][CH:31]=[CH:30][C:16]=1[CH2:17][O:18][C:19]1[CH:24]=[CH:23][CH:22]=[CH:21][C:20]=1[CH2:25][C:26]([OH:28])=[O:27]. The yield is 0.900. (3) The reactants are [NH2:1][CH2:2][C:3]1[N:4]=[C:5]([NH:8][C:9]([NH:11][C:12]2[CH:17]=[CH:16][C:15]([CH3:18])=[CH:14][C:13]=2[C:19]([CH:21]2[CH2:25][CH2:24][CH2:23][CH2:22]2)=[O:20])=[O:10])[S:6][CH:7]=1.[C:26]([O:30][CH3:31])(=[O:29])[CH:27]=[CH2:28].C([O-])([O-])=[O:33].[Cs+].[Cs+].[CH2:38]1[CH2:42][O:41][CH2:40][CH2:39]1. No catalyst specified. The product is [CH3:31][O:30][C:26](=[O:29])[CH2:27][CH2:28][N:1]([CH2:2][C:3]1[N:4]=[C:5]([NH:8][C:9]([NH:11][C:12]2[CH:17]=[CH:16][C:15]([CH3:18])=[CH:14][C:13]=2[C:19]([CH:21]2[CH2:25][CH2:24][CH2:23][CH2:22]2)=[O:20])=[O:10])[S:6][CH:7]=1)[CH2:38][CH2:39][C:40]([O:41][CH3:42])=[O:33]. The yield is 0.860. (4) The reactants are [H-].[Na+].[Si:3]([O:10][CH:11]1[CH2:14][N:13]([CH2:15][C@H:16]([OH:27])[C:17]([NH:19][C:20]2[CH:25]=[N:24][C:23]([CH3:26])=[CH:22][N:21]=2)=[O:18])[CH2:12]1)([C:6]([CH3:9])([CH3:8])[CH3:7])([CH3:5])[CH3:4].Cl[C:29]1[N:34]=[CH:33][N:32]=[C:31]2[N:35]([C:38]3[CH:43]=[CH:42][CH:41]=[CH:40][C:39]=3[Cl:44])[N:36]=[CH:37][C:30]=12.C(O)(=O)CC(CC(O)=O)(C(O)=O)O. The catalyst is O1CCCC1.O.C(OCC)(=O)C. The product is [Si:3]([O:10][CH:11]1[CH2:12][N:13]([CH2:15][C@H:16]([O:27][C:29]2[N:34]=[CH:33][N:32]=[C:31]3[N:35]([C:38]4[CH:43]=[CH:42][CH:41]=[CH:40][C:39]=4[Cl:44])[N:36]=[CH:37][C:30]=23)[C:17]([NH:19][C:20]2[CH:25]=[N:24][C:23]([CH3:26])=[CH:22][N:21]=2)=[O:18])[CH2:14]1)([C:6]([CH3:9])([CH3:8])[CH3:7])([CH3:4])[CH3:5]. The yield is 0.820. (5) The reactants are [C:1]([OH:6])(=O)[CH:2]([CH3:4])[CH3:3].[CH3:7][C:8]([O:11][C:12]([NH:14][C@H:15]1[CH2:19][NH:18][CH2:17][CH2:16]1)=[O:13])([CH3:10])[CH3:9]. The catalyst is CN(C=O)C. The product is [CH3:3][CH:2]([CH3:4])[C:1]([N:18]1[CH2:17][CH2:16][C@@H:15]([NH:14][C:12](=[O:13])[O:11][C:8]([CH3:9])([CH3:7])[CH3:10])[CH2:19]1)=[O:6]. The yield is 0.950.